This data is from Reaction yield outcomes from USPTO patents with 853,638 reactions. The task is: Predict the reaction yield, written as a fraction of the theoretical maximum amount of product (1.0 means a 100% yield; for example, 0.34 means a 34% yield). (1) The reactants are [CH3:1][NH:2][CH2:3][CH2:4][CH2:5][CH2:6][OH:7].[F:8][C:9]([F:16])([F:15])[C:10](OCC)=[O:11]. The catalyst is CO. The product is [CH3:1][N:2]([CH2:3][CH2:4][CH2:5][CH2:6][OH:7])[C:10](=[O:11])[C:9]([F:16])([F:15])[F:8]. The yield is 0.960. (2) The reactants are [NH2:1][C:2]1[CH:7]=[CH:6][C:5]([CH2:8][C:9]([O:11][C:12]([CH3:15])([CH3:14])[CH3:13])=[O:10])=[CH:4][C:3]=1[CH3:16].C(N(CC)CC)C.[CH3:24][O:25][C:26]1[CH:31]=[CH:30][CH:29]=[CH:28][C:27]=1[N:32]=[C:33]=[O:34]. The catalyst is C1COCC1. The product is [CH3:24][O:25][C:26]1[CH:31]=[CH:30][CH:29]=[CH:28][C:27]=1[NH:32][C:33](=[O:34])[NH:1][C:2]1[CH:7]=[CH:6][C:5]([CH2:8][C:9]([O:11][C:12]([CH3:13])([CH3:15])[CH3:14])=[O:10])=[CH:4][C:3]=1[CH3:16]. The yield is 0.760. (3) The reactants are [NH2:1][CH:2]([CH:5]([C:7]1[CH:16]=[CH:15][CH:14]=[C:13]2[C:8]=1[CH:9]=[CH:10][CH:11]=[N:12]2)[CH3:6])[C:3]#[N:4].C(N)CN. The catalyst is CO.[Ni]. The product is [N:12]1[C:13]2[C:8](=[C:7]([CH:5]([CH3:6])[CH:2]([NH2:1])[CH2:3][NH2:4])[CH:16]=[CH:15][CH:14]=2)[CH:9]=[CH:10][CH:11]=1. The yield is 0.710. (4) The reactants are [CH3:1][C:2]1[CH:3]=[CH:4][C:5]([N:8]2[CH2:13][CH2:12][CH:11]([C:14]([OH:16])=O)[CH2:10][CH2:9]2)=[N:6][CH:7]=1.C(Cl)(=O)C(Cl)=O.[CH3:23][C:24]1[CH:25]=[CH:26][C:27]2[NH:36][CH2:35][CH2:34][C:33]3[N:32]=[C:31]([N:37]4[CH2:42][CH2:41][O:40][CH2:39][CH2:38]4)[NH:30][C:29]=3[C:28]=2[CH:43]=1.CC#N. The catalyst is C(Cl)Cl.CN(C=O)C.N1C=CC=CC=1. The product is [CH3:23][C:24]1[CH:25]=[CH:26][C:27]2[N:36]([C:14]([CH:11]3[CH2:10][CH2:9][N:8]([C:5]4[CH:4]=[CH:3][C:2]([CH3:1])=[CH:7][N:6]=4)[CH2:13][CH2:12]3)=[O:16])[CH2:35][CH2:34][C:33]3[N:32]=[C:31]([N:37]4[CH2:38][CH2:39][O:40][CH2:41][CH2:42]4)[NH:30][C:29]=3[C:28]=2[CH:43]=1. The yield is 0.394.